From a dataset of Reaction yield outcomes from USPTO patents with 853,638 reactions. Predict the reaction yield, written as a fraction of the theoretical maximum amount of product (1.0 means a 100% yield; for example, 0.34 means a 34% yield). (1) The reactants are [OH:1][C:2]1[CH:7]=[CH:6][C:5]([OH:8])=[CH:4][C:3]=1[C:9](=[O:11])[CH3:10].[CH3:12][O:13][CH2:14][CH2:15]Br.C(=O)([O-])[O-].[K+].[K+]. The catalyst is C(#N)C. The product is [OH:1][C:2]1[CH:7]=[CH:6][C:5]([O:8][CH2:15][CH2:14][O:13][CH3:12])=[CH:4][C:3]=1[C:9](=[O:11])[CH3:10]. The yield is 0.500. (2) The reactants are FC(F)(F)C(O)=O.FC(F)(F)C(O)=O.[NH2:15][CH2:16][C@H:17]1[CH2:22][CH2:21][C@H:20]([N:23]2[C:27]3=[C:28]4[S:34][CH:33]=[CH:32][C:29]4=[N:30][CH:31]=[C:26]3[N:25]=[C:24]2[C@H:35]([OH:37])[CH3:36])[CH2:19][CH2:18]1.C(N(CC)CC)C.[C:45](=O)([O:56][CH:57]1[CH2:61][CH2:60][O:59][CH2:58]1)[O:46]C1C=CC([N+]([O-])=O)=CC=1. The catalyst is C(Cl)Cl. The product is [O:59]1[CH2:60][CH2:61][CH:57]([O:56][C:45](=[O:46])[NH:15][CH2:16][C@H:17]2[CH2:22][CH2:21][C@H:20]([N:23]3[C:27]4=[C:28]5[S:34][CH:33]=[CH:32][C:29]5=[N:30][CH:31]=[C:26]4[N:25]=[C:24]3[C@H:35]([OH:37])[CH3:36])[CH2:19][CH2:18]2)[CH2:58]1. The yield is 0.120. (3) The reactants are [CH2:1]([C@H:8]1[C@@H:13]([O:14][CH2:15][C:16]2[CH:21]=[C:20]([C:22]([F:25])([F:24])[F:23])[CH:19]=[C:18]([C:26]([F:29])([F:28])[F:27])[CH:17]=2)[CH2:12][CH2:11][NH:10][CH2:9]1)[C:2]1[CH:7]=[CH:6][CH:5]=[CH:4][CH:3]=1.[CH3:30][N:31]=[C:32]=[O:33]. The catalyst is C1COCC1. The product is [CH2:1]([C@H:8]1[C@@H:13]([O:14][CH2:15][C:16]2[CH:17]=[C:18]([C:26]([F:29])([F:27])[F:28])[CH:19]=[C:20]([C:22]([F:23])([F:24])[F:25])[CH:21]=2)[CH2:12][CH2:11][N:10]([C:32]([NH:31][CH3:30])=[O:33])[CH2:9]1)[C:2]1[CH:7]=[CH:6][CH:5]=[CH:4][CH:3]=1. The yield is 0.610. (4) The reactants are [CH3:1][C:2]1[CH:7]=[C:6]([C:8]2[CH:13]=[CH:12][C:11](SC)=[CH:10][CH:9]=2)[NH:5][C:4](=[O:16])[CH:3]=1.O[O:18][S:19]([O-:21])=O.[K+].[CH3:23]O. The catalyst is O. The product is [CH3:1][C:2]1[CH:7]=[C:6]([C:8]2[CH:13]=[CH:12][C:11]([S:19]([CH3:23])(=[O:21])=[O:18])=[CH:10][CH:9]=2)[NH:5][C:4](=[O:16])[CH:3]=1. The yield is 0.760. (5) The reactants are [Cl-].O[NH3+:3].[C:4](=[O:7])([O-])[OH:5].[Na+].CS(C)=O.[CH:13]([O:17][C:18]1[CH:23]=[CH:22][C:21]([N:24]2[C:29](=[O:30])[C:28]([CH2:31][C:32]3[CH:37]=[CH:36][C:35]([C:38]4[C:39]([C:44]#[N:45])=[CH:40][CH:41]=[CH:42][CH:43]=4)=[CH:34][CH:33]=3)=[C:27]([CH2:46][CH2:47][CH3:48])[N:26]=[C:25]2[CH3:49])=[CH:20][CH:19]=1)([CH2:15][CH3:16])[CH3:14]. The catalyst is O.C(OCC)(=O)C. The product is [CH:13]([O:17][C:18]1[CH:19]=[CH:20][C:21]([N:24]2[C:29](=[O:30])[C:28]([CH2:31][C:32]3[CH:33]=[CH:34][C:35]([C:38]4[CH:43]=[CH:42][CH:41]=[CH:40][C:39]=4[C:44]4[NH:3][C:4](=[O:7])[O:5][N:45]=4)=[CH:36][CH:37]=3)=[C:27]([CH2:46][CH2:47][CH3:48])[N:26]=[C:25]2[CH3:49])=[CH:22][CH:23]=1)([CH2:15][CH3:16])[CH3:14]. The yield is 0.490.